This data is from Peptide-MHC class I binding affinity with 185,985 pairs from IEDB/IMGT. The task is: Regression. Given a peptide amino acid sequence and an MHC pseudo amino acid sequence, predict their binding affinity value. This is MHC class I binding data. (1) The peptide sequence is GLFGAIAGF. The MHC is Mamu-A02 with pseudo-sequence Mamu-A02. The binding affinity (normalized) is 0.278. (2) The peptide sequence is EAILQLGDLL. The MHC is H-2-Kb with pseudo-sequence H-2-Kb. The binding affinity (normalized) is 0.0177. (3) The peptide sequence is YVSSSYKDI. The MHC is HLA-A02:03 with pseudo-sequence HLA-A02:03. The binding affinity (normalized) is 0.344. (4) The binding affinity (normalized) is 0.784. The peptide sequence is NVMLVTLPV. The MHC is HLA-A02:03 with pseudo-sequence HLA-A02:03. (5) The peptide sequence is ESALNISGY. The MHC is HLA-A01:01 with pseudo-sequence HLA-A01:01. The binding affinity (normalized) is 0.665. (6) The peptide sequence is KLLEGEEERL. The MHC is HLA-A02:03 with pseudo-sequence HLA-A02:03. The binding affinity (normalized) is 0.249. (7) The binding affinity (normalized) is 0.0247. The peptide sequence is WQRSWEYW. The MHC is Mamu-B3901 with pseudo-sequence Mamu-B3901. (8) The peptide sequence is VFSDGRVAC. The MHC is HLA-A02:06 with pseudo-sequence HLA-A02:06. The binding affinity (normalized) is 0. (9) The peptide sequence is AEMRAYHGF. The MHC is HLA-A31:01 with pseudo-sequence HLA-A31:01. The binding affinity (normalized) is 0.0847. (10) The peptide sequence is IFLKPEETF. The MHC is HLA-A23:01 with pseudo-sequence HLA-A23:01. The binding affinity (normalized) is 0.738.